Task: Predict the product of the given reaction.. Dataset: Forward reaction prediction with 1.9M reactions from USPTO patents (1976-2016) (1) Given the reactants Cl.Cl.[Cl:3][C:4]1[CH:5]=[C:6](/[CH:16]=[CH:17]/[C:18]([O:20][CH2:21][CH3:22])=[O:19])[CH:7]=[N:8][C:9]=1[NH:10][C@@H:11]1[CH2:15][CH2:14][NH:13][CH2:12]1.[Cl:23][C:24]1[CH:32]=[CH:31][C:27]([C:28](Cl)=[O:29])=[CH:26][CH:25]=1.CCN(CC)CC.CCOC(C)=O, predict the reaction product. The product is: [Cl:3][C:4]1[CH:5]=[C:6](/[CH:16]=[CH:17]/[C:18]([O:20][CH2:21][CH3:22])=[O:19])[CH:7]=[N:8][C:9]=1[NH:10][C@@H:11]1[CH2:15][CH2:14][N:13]([C:28](=[O:29])[C:27]2[CH:31]=[CH:32][C:24]([Cl:23])=[CH:25][CH:26]=2)[CH2:12]1. (2) Given the reactants [NH:1]1[C:5]2[CH:6]=[CH:7][C:8]([C:10]([OH:12])=O)=[CH:9][C:4]=2[N:3]=[N:2]1.[NH:13]1[CH2:18][CH2:17][CH2:16][C@@H:15]2[C:19]3[CH:20]=[CH:21][CH:22]=[CH:23][C:24]=3[CH2:25][C@H:14]12.F[P-](F)(F)(F)(F)F.N1(OC(N(C)C)=[N+](C)C)C2N=CC=CC=2N=N1, predict the reaction product. The product is: [NH:1]1[C:5]2[CH:6]=[CH:7][C:8]([C:10]([N:13]3[CH2:18][CH2:17][CH2:16][C@@H:15]4[C:19]5[CH:20]=[CH:21][CH:22]=[CH:23][C:24]=5[CH2:25][C@H:14]34)=[O:12])=[CH:9][C:4]=2[N:3]=[N:2]1. (3) Given the reactants [C:1]([C:5]1[C:12]([CH3:13])=[CH:11][C:8]([C:9]#[N:10])=[C:7](Cl)[N:6]=1)([CH3:4])([CH3:3])[CH3:2].ClC1C(C#N)=C[CH:19]=[C:18]([C:24]([CH3:27])([CH3:26])[CH3:25])N=1, predict the reaction product. The product is: [C:1]([C:5]1[C:12]([CH3:13])=[CH:11][C:8]([C:9]#[N:10])=[C:7]([C:19]#[C:18][C:24]([CH3:27])([CH3:26])[CH3:25])[N:6]=1)([CH3:4])([CH3:3])[CH3:2]. (4) Given the reactants O1[CH:5]=[N:4][N:3]=[C:2]1[C:6]1[CH:23]=[CH:22][C:9]([O:10][CH2:11][C:12]2[CH:21]=[CH:20][C:19]3[C:14](=[CH:15][CH:16]=[CH:17][CH:18]=3)[N:13]=2)=[CH:8][CH:7]=1.[NH2:24][C:25]1[CH:30]=[CH:29][CH:28]=[CH:27][CH:26]=1.C(=O)(O)[O-].[Na+], predict the reaction product. The product is: [C:25]1([N:24]2[CH:5]=[N:4][N:3]=[C:2]2[C:6]2[CH:23]=[CH:22][C:9]([O:10][CH2:11][C:12]3[CH:21]=[CH:20][C:19]4[C:14](=[CH:15][CH:16]=[CH:17][CH:18]=4)[N:13]=3)=[CH:8][CH:7]=2)[CH:30]=[CH:29][CH:28]=[CH:27][CH:26]=1. (5) The product is: [N:12]1[CH:17]=[CH:16][C:15]([C:18]([CH2:19][CH2:20][CH3:21])=[O:22])=[CH:14][CH:13]=1. Given the reactants [Cr](Cl)([O-])(=O)=O.[NH+]1C=CC=CC=1.[N:12]1[CH:17]=[CH:16][C:15]([CH:18]([OH:22])[CH2:19][CH2:20][CH3:21])=[CH:14][CH:13]=1.CCOCC, predict the reaction product. (6) Given the reactants [NH2:1][N:2]1[C:11](=[NH:12])[C:10]2[C:5](=[CH:6][CH:7]=[C:8]([C:13]([F:16])([F:15])[F:14])[CH:9]=2)[NH:4][C:3]1=[O:17].[F:18][C:19]([F:30])([F:29])[C:20](O[C:20](=O)[C:19]([F:30])([F:29])[F:18])=O, predict the reaction product. The product is: [F:18][C:19]([F:30])([F:29])[C:20]1[N:12]=[C:11]2[N:2]([C:3](=[O:17])[NH:4][C:5]3[CH:6]=[CH:7][C:8]([C:13]([F:14])([F:16])[F:15])=[CH:9][C:10]=32)[N:1]=1. (7) Given the reactants [CH:1]1([N:6]2[C:10]3[N:11]=[C:12]([NH:15][C:16]4[CH:24]=[CH:23][C:19]([C:20](O)=[O:21])=[CH:18][N:17]=4)[N:13]=[CH:14][C:9]=3[CH:8]=[C:7]2[C:25](=[O:29])[N:26]([CH3:28])[CH3:27])[CH2:5][CH2:4][CH2:3][CH2:2]1.[C@H:30]12[CH2:37][C@H:33]([C@H:34]([OH:36])[CH2:35]1)[CH2:32][NH:31]2, predict the reaction product. The product is: [CH:1]1([N:6]2[C:10]3[N:11]=[C:12]([NH:15][C:16]4[CH:24]=[CH:23][C:19]([C:20]([N:31]5[CH2:32][C@@H:33]6[CH2:37][C@H:30]5[CH2:35][C@H:34]6[OH:36])=[O:21])=[CH:18][N:17]=4)[N:13]=[CH:14][C:9]=3[CH:8]=[C:7]2[C:25]([N:26]([CH3:28])[CH3:27])=[O:29])[CH2:5][CH2:4][CH2:3][CH2:2]1. (8) The product is: [Br:8][C:6]1[N:7]=[C:2]([C:18]2[CH:19]=[CH:20][C:15]([Cl:14])=[CH:16][CH:17]=2)[C:3]([NH2:13])=[N:4][C:5]=1[C:9]([F:12])([F:11])[F:10]. Given the reactants Br[C:2]1[C:3]([NH2:13])=[N:4][C:5]([C:9]([F:12])([F:11])[F:10])=[C:6]([Br:8])[N:7]=1.[Cl:14][C:15]1[CH:20]=[CH:19][C:18](B(O)O)=[CH:17][CH:16]=1.C(=O)([O-])[O-].[Na+].[Na+], predict the reaction product.